From a dataset of Catalyst prediction with 721,799 reactions and 888 catalyst types from USPTO. Predict which catalyst facilitates the given reaction. (1) Reactant: [OH:1][C:2]1[NH:3][C:4]2[C:9]([C:10]=1[C:11]1[CH:21]=[CH:20][C:14]([C:15](OCC)=[O:16])=[CH:13][N:12]=1)=[CH:8][C:7]([N+:22]([O-:24])=[O:23])=[CH:6][CH:5]=2.[NH:25]1[CH2:30][CH2:29][O:28][CH2:27][CH2:26]1.N#N.C[Al](C)C. Product: [N:25]1([C:15]([C:14]2[CH:20]=[CH:21][C:11]([C:10]3[C:9]4[C:4](=[CH:5][CH:6]=[C:7]([N+:22]([O-:24])=[O:23])[CH:8]=4)[NH:3][C:2]=3[OH:1])=[N:12][CH:13]=2)=[O:16])[CH2:30][CH2:29][O:28][CH2:27][CH2:26]1. The catalyst class is: 48. (2) Reactant: N1C=CN=C1.[OH:6][CH2:7][CH2:8][CH2:9][NH:10][C:11](=[O:17])[O:12][C:13]([CH3:16])([CH3:15])[CH3:14].[CH3:18][C:19]([Si:22](Cl)([CH3:24])[CH3:23])([CH3:21])[CH3:20].CCOC(C)=O.CCCCCC. Product: [C:13]([O:12][C:11](=[O:17])[NH:10][CH2:9][CH2:8][CH2:7][O:6][Si:22]([C:19]([CH3:21])([CH3:20])[CH3:18])([CH3:24])[CH3:23])([CH3:14])([CH3:16])[CH3:15]. The catalyst class is: 4. (3) Product: [CH3:2][O:3][C:4]1[CH:5]=[CH:6][C:7]([CH:8]=[CH:30][C:52]2[CH:55]=[CH:56][C:49]([O:48][C:47]3[CH:57]=[CH:58][C:44]([CH2:43][CH:39]4[S:38][C:37](=[O:36])[NH:41][C:40]4=[O:42])=[CH:45][CH:46]=3)=[CH:50][CH:51]=2)=[CH:28][CH:29]=1. Reactant: [Cl-].[CH3:2][O:3][C:4]1[CH:29]=[CH:28][C:7]([CH2:8][P+](C2C=CC=CC=2)(C2C=CC=CC=2)C2C=CC=CC=2)=[CH:6][CH:5]=1.[CH3:30]C(C)([O-])C.[K+].[O:36]=[C:37]1[NH:41][C:40](=[O:42])[CH:39]([CH2:43][C:44]2[CH:58]=[CH:57][C:47]([O:48][C:49]3[CH:56]=[CH:55][C:52](C=O)=[CH:51][CH:50]=3)=[CH:46][CH:45]=2)[S:38]1.C(O)(=O)C. The catalyst class is: 1.